Dataset: Forward reaction prediction with 1.9M reactions from USPTO patents (1976-2016). Task: Predict the product of the given reaction. (1) Given the reactants [CH2:1]([O:3][C:4]([C:6]1[C:7]([C:12]2[CH:17]=[C:16]([F:18])[CH:15]=[CH:14][C:13]=2[F:19])=[N:8][O:9][C:10]=1[CH3:11])=O)[CH3:2].C(O[C:23]([C:25]1[C:26](C2C=CC=CC=2F)=[N:27][O:28][C:29]=1C)=O)C, predict the reaction product. The product is: [F:19][C:13]1[CH:14]=[CH:15][C:16]([F:18])=[CH:17][C:12]=1[C:7]1[C:6]([CH2:4][O:3][C:1]2[CH:2]=[CH:23][C:25]([C:29]([NH:8][CH:7]([CH3:12])[CH3:6])=[O:28])=[CH:26][N:27]=2)=[C:10]([CH3:11])[O:9][N:8]=1. (2) Given the reactants [C:1](=[N:14][NH2:15])([C:8]1[CH:13]=[CH:12][CH:11]=[CH:10][CH:9]=1)[C:2]1[CH:7]=[CH:6][CH:5]=[CH:4][CH:3]=1.S([O-])([O-])(=O)=O.[Na+].[Na+].[OH-].[K+], predict the reaction product. The product is: [C:2]1([C:1]([C:8]2[CH:13]=[CH:12][CH:11]=[CH:10][CH:9]=2)=[N+:14]=[N-:15])[CH:3]=[CH:4][CH:5]=[CH:6][CH:7]=1.